From a dataset of Full USPTO retrosynthesis dataset with 1.9M reactions from patents (1976-2016). Predict the reactants needed to synthesize the given product. (1) Given the product [C:1]([O:5][C:6]([N:8]1[CH2:11][CH:10]([CH2:12][N:18]2[CH2:23][CH2:22][CH2:21][CH2:20][CH2:19]2)[CH2:9]1)=[O:7])([CH3:4])([CH3:3])[CH3:2], predict the reactants needed to synthesize it. The reactants are: [C:1]([O:5][C:6]([N:8]1[CH2:11][CH:10]([CH2:12]OS(C)(=O)=O)[CH2:9]1)=[O:7])([CH3:4])([CH3:3])[CH3:2].[NH:18]1[CH2:23][CH2:22][CH2:21][CH2:20][CH2:19]1. (2) Given the product [Cl:6][C:7]1[CH:12]=[CH:11][C:10]([C:13]2[C:19]3[CH:20]=[CH:21][CH:22]=[CH:23][C:18]=3[N:17]3[C:24]([CH3:27])=[N:25][N:26]=[C:16]3[CH:15]([CH2:28][C:29]3[O:5][N:4]=[C:1]([CH3:2])[N:3]=3)[CH:14]=2)=[CH:9][CH:8]=1, predict the reactants needed to synthesize it. The reactants are: [C:1](=[N:4][OH:5])([NH2:3])[CH3:2].[Cl:6][C:7]1[CH:12]=[CH:11][C:10]([C:13]2[C:19]3[CH:20]=[CH:21][CH:22]=[CH:23][C:18]=3[N:17]3[C:24]([CH3:27])=[N:25][N:26]=[C:16]3[CH:15]([CH2:28][C:29](OC(C)(C)C)=O)[CH:14]=2)=[CH:9][CH:8]=1.C[O-].[Na+].O. (3) Given the product [CH3:32][C:33]([CH3:40])([CH2:37][C:36](=[O:38])[N:1]1[CH2:6][CH2:5][CH2:4][CH:3]([O:7][C:8]2[CH:13]=[CH:12][C:11]([NH:14][C:15]([C:17]3[N:18]=[C:19]([C:26]4[CH:31]=[CH:30][CH:29]=[CH:28][CH:27]=4)[O:20][C:21]=3[C:22]([F:25])([F:23])[F:24])=[O:16])=[CH:10][CH:9]=2)[CH2:2]1)[C:34]([OH:39])=[O:35], predict the reactants needed to synthesize it. The reactants are: [NH:1]1[CH2:6][CH2:5][CH2:4][CH:3]([O:7][C:8]2[CH:13]=[CH:12][C:11]([NH:14][C:15]([C:17]3[N:18]=[C:19]([C:26]4[CH:31]=[CH:30][CH:29]=[CH:28][CH:27]=4)[O:20][C:21]=3[C:22]([F:25])([F:24])[F:23])=[O:16])=[CH:10][CH:9]=2)[CH2:2]1.[CH3:32][C:33]1([CH3:40])[CH2:37][C:36](=[O:38])[O:35][C:34]1=[O:39].C(N(CC)CC)C. (4) Given the product [CH2:1]([O:8][C:9]1[N:14]=[N:13][C:12]([CH2:15][CH2:16][C:17]2[CH:22]=[CH:21][C:20]([CH2:23][CH2:24][O:25][S:27]([CH3:26])(=[O:29])=[O:28])=[CH:19][CH:18]=2)=[CH:11][CH:10]=1)[C:2]1[CH:7]=[CH:6][CH:5]=[CH:4][CH:3]=1, predict the reactants needed to synthesize it. The reactants are: [CH2:1]([O:8][C:9]1[N:14]=[N:13][C:12]([CH2:15][CH2:16][C:17]2[CH:22]=[CH:21][C:20]([CH2:23][CH2:24][OH:25])=[CH:19][CH:18]=2)=[CH:11][CH:10]=1)[C:2]1[CH:7]=[CH:6][CH:5]=[CH:4][CH:3]=1.[CH3:26][S:27](Cl)(=[O:29])=[O:28]. (5) Given the product [O:1]([CH2:8][CH2:9][O:10][C:11](=[O:15])[C:12]([CH3:14])=[CH2:13])[C:2]1[CH:7]=[CH:6][CH:5]=[CH:4][CH:3]=1.[CH3:22][O:23][C:24](=[O:28])[C:25]([CH3:27])=[CH2:26].[C:16]([OH:21])(=[O:20])[C:17]([CH3:19])=[CH2:18], predict the reactants needed to synthesize it. The reactants are: [O:1]([CH2:8][CH2:9][O:10][C:11](=[O:15])[C:12]([CH3:14])=[CH2:13])[C:2]1[CH:7]=[CH:6][CH:5]=[CH:4][CH:3]=1.[C:16]([OH:21])(=[O:20])[C:17]([CH3:19])=[CH2:18].[CH3:22][O:23][C:24](=[O:28])[C:25]([CH3:27])=[CH2:26]. (6) The reactants are: [C:1]([C@@:3]1([CH:29]2[CH2:31][CH2:30]2)[CH2:7][CH2:6][N:5]([C:8]2[CH:13]=[CH:12][N:11]=[C:10]([NH:14][C:15]3[CH:27]=[CH:26][C:18]([C:19]([O:21]C(C)(C)C)=[O:20])=[CH:17][N:16]=3)[CH:9]=2)[C:4]1=[O:28])#[N:2].C(OC(=O)C)C.[ClH:38]. Given the product [ClH:38].[ClH:38].[ClH:38].[C:1]([C@@:3]1([CH:29]2[CH2:31][CH2:30]2)[CH2:7][CH2:6][N:5]([C:8]2[CH:13]=[CH:12][N:11]=[C:10]([NH:14][C:15]3[CH:27]=[CH:26][C:18]([C:19]([OH:21])=[O:20])=[CH:17][N:16]=3)[CH:9]=2)[C:4]1=[O:28])#[N:2], predict the reactants needed to synthesize it. (7) Given the product [C:1]1([C:7]([CH2:15][CH2:16][CH3:17])([CH2:12][CH2:13][CH3:14])[C:8]([OH:10])=[O:9])[CH:6]=[CH:5][CH:4]=[CH:3][CH:2]=1, predict the reactants needed to synthesize it. The reactants are: [C:1]1([C:7]([CH2:15][CH2:16][CH3:17])([CH2:12][CH2:13][CH3:14])[C:8]([O:10]C)=[O:9])[CH:6]=[CH:5][CH:4]=[CH:3][CH:2]=1. (8) Given the product [C:6]([C:9]1[CH:10]=[C:11]([C:23]([CH3:26])([CH3:25])[CH3:24])[C:12]([OH:19])=[C:13]([NH:15][C:16](=[O:18])[CH3:17])[CH:14]=1)(=[O:8])[CH3:7], predict the reactants needed to synthesize it. The reactants are: Cl[Si](C)(C)C.[C:6]([C:9]1[CH:10]=[C:11]([C:23]([CH3:26])([CH3:25])[CH3:24])[C:12]([O:19]COC)=[C:13]([NH:15][C:16](=[O:18])[CH3:17])[CH:14]=1)(=[O:8])[CH3:7].[I-].[Na+].C(=O)([O-])O.[Na+]. (9) The reactants are: [NH2:1][C:2]1[CH:3]=[CH:4][C:5]([N+:12]([O-:14])=[O:13])=[C:6]([C:8]([F:11])([F:10])[F:9])[CH:7]=1.CO.C1(C)C=CC(S(O)(=O)=O)=CC=1.[I:28]N1C(=O)CCC1=O. Given the product [I:28][C:3]1[CH:4]=[C:5]([N+:12]([O-:14])=[O:13])[C:6]([C:8]([F:11])([F:10])[F:9])=[CH:7][C:2]=1[NH2:1], predict the reactants needed to synthesize it. (10) Given the product [CH3:19][O:18][CH2:17][CH2:16][O:15][C:7]1[CH:6]=[C:3]2[C:4]([NH:25][C:24]3[CH:26]=[CH:27][CH:28]=[C:22]([C:20]#[CH:21])[CH:23]=3)=[N:5][CH:29]=[N:1][C:2]2=[CH:9][C:8]=1[O:10][CH2:11][CH2:12][O:13][CH3:14].[F:39][C:40]([F:45])([F:44])[C:41]([O-:43])=[O:42], predict the reactants needed to synthesize it. The reactants are: [NH2:1][C:2]1[CH:9]=[C:8]([O:10][CH2:11][CH2:12][O:13][CH3:14])[C:7]([O:15][CH2:16][CH2:17][O:18][CH3:19])=[CH:6][C:3]=1[C:4]#[N:5].[C:20]([C:22]1[CH:23]=[C:24]([CH:26]=[CH:27][CH:28]=1)[NH2:25])#[CH:21].[CH:29](OCC)(OCC)OCC.[F:39][C:40]([F:45])([F:44])[C:41]([OH:43])=[O:42].